This data is from Cav3 T-type calcium channel HTS with 100,875 compounds. The task is: Binary Classification. Given a drug SMILES string, predict its activity (active/inactive) in a high-throughput screening assay against a specified biological target. (1) The result is 0 (inactive). The drug is Clc1ccc(NC(OCCn2nnnc2C2(N(C)C(=O)C)CCCCC2)=O)cc1. (2) The drug is o1nc2nc(N3CCC(CC3)C)c(N3CCC(CC3)C)nc2n1. The result is 0 (inactive). (3) The molecule is n12CCCCCc1nnc2c1nccnc1. The result is 0 (inactive). (4) The molecule is O=C(n1c2c(CCCC2)c2c1cccc2)CN1CCC(CC1)C. The result is 0 (inactive). (5) The compound is s1c(NC(=O)C2CC2)c(c(c1C(=O)N1CCCCC1)C)C#N. The result is 0 (inactive). (6) The molecule is Clc1cc(NC(=O)Nc2cc3OCOc3cc2)ccc1OC(F)F. The result is 0 (inactive). (7) The molecule is O(c1c2c(n(c(=O)c1)C)cccc2)CCCC(=O)Nc1cc(OC)ccc1. The result is 0 (inactive).